This data is from Forward reaction prediction with 1.9M reactions from USPTO patents (1976-2016). The task is: Predict the product of the given reaction. The product is: [C:6].[OH:28][C:22]1([C:34]2[NH:13][C:9]3[CH:10]=[CH:11][CH:6]=[CH:7][C:8]=3[N:14]=2)[CH:21]=[CH:17][C:16]([OH:15])=[CH:24][CH:23]1[C:25]1[NH:13][C:9]2[CH:10]=[CH:11][CH:6]=[CH:7][C:8]=2[N:14]=1. Given the reactants Cl.Cl.Cl.Cl.N[C:6]1[C:11](N)=[CH:10][C:9]([NH2:13])=[C:8]([NH2:14])[CH:7]=1.[OH:15][C:16]1[CH:24]=[C:23]([C:25](Cl)=O)[C:22]([OH:28])=[CH:21][C:17]=1C(Cl)=O.P(=O)(O)(O)O.[C:34].O=P12OP3(OP(OP(O3)(O1)=O)(=O)O2)=O, predict the reaction product.